Dataset: Catalyst prediction with 721,799 reactions and 888 catalyst types from USPTO. Task: Predict which catalyst facilitates the given reaction. Reactant: [Cl:1][C:2]1[CH:7]=[C:6]([CH3:8])[CH:5]=[CH:4][C:3]=1[C:9]1[C:14]([CH:15]([CH2:20][CH2:21][CH3:22])[C:16]([O:18]C)=[O:17])=[C:13]([CH3:23])[N:12]=[C:11]([N:24]2[CH2:29][CH2:28][CH2:27][CH2:26][CH2:25]2)[N:10]=1.[OH-].[Na+]. Product: [Cl:1][C:2]1[CH:7]=[C:6]([CH3:8])[CH:5]=[CH:4][C:3]=1[C:9]1[C:14]([CH:15]([CH2:20][CH2:21][CH3:22])[C:16]([OH:18])=[O:17])=[C:13]([CH3:23])[N:12]=[C:11]([N:24]2[CH2:25][CH2:26][CH2:27][CH2:28][CH2:29]2)[N:10]=1. The catalyst class is: 5.